This data is from Full USPTO retrosynthesis dataset with 1.9M reactions from patents (1976-2016). The task is: Predict the reactants needed to synthesize the given product. (1) Given the product [C:1](/[C:3](/[C:27]1[CH:32]=[CH:31][C:30]([O:33][CH3:34])=[C:29]([O:35][CH3:36])[CH:28]=1)=[CH:4]\[C:5]1[S:9][C:8]([N:10]2[CH2:15][CH2:14][CH:13]([O:16][C:17](=[O:26])[CH2:18][N:19]3[CH2:20][CH2:23][CH2:24]3)[CH2:12][CH2:11]2)=[CH:7][CH:6]=1)#[N:2], predict the reactants needed to synthesize it. The reactants are: [C:1](/[C:3](/[C:27]1[CH:32]=[CH:31][C:30]([O:33][CH3:34])=[C:29]([O:35][CH3:36])[CH:28]=1)=[CH:4]\[C:5]1[S:9][C:8]([N:10]2[CH2:15][CH2:14][CH:13]([O:16][C:17](=[O:26])[CH2:18][N:19]3[CH2:24][CH2:23]C(O)C[CH2:20]3)[CH2:12][CH2:11]2)=[CH:7][CH:6]=1)#[N:2].N1CCC1. (2) Given the product [CH2:33]([C:40]1[CH:45]=[CH:44][C:43]([F:80])=[C:42]([Br:53])[CH:41]=1)[C:34]1[CH:39]=[CH:38][CH:37]=[CH:36][CH:35]=1, predict the reactants needed to synthesize it. The reactants are: C(C1C=C(C(=O)CC(C2C=C(C)C=CN=2)=O)C=C(CC2C=NC=CN=2)C=1)C1C=CC=CC=1.[CH2:33]([C:40]1[CH:41]=[C:42]([Br:53])[CH:43]=[C:44](CC2C=NC=CN=2)[CH:45]=1)[C:34]1[CH:39]=[CH:38][CH:37]=[CH:36][CH:35]=1.[Br-].C(C1C=CC([F:80])=C(C(=O)CC(C2C=C(C)C=CN=2)=O)C=1)C1C=CC=CC=1. (3) Given the product [NH4+:8].[OH-:19].[C:1]([C:5]1[CH:6]=[C:7]([NH:17][C:18]([NH:20][C@@H:21]2[C:30]3[C:25](=[CH:26][CH:27]=[CH:28][CH:29]=3)[C@H:24]([O:31][C:32]3[CH:33]=[CH:34][C:35]4[N:36]([C:38]([CH2:41][CH:42]5[CH2:43][CH2:44][N:45]([CH3:50])[CH2:46][CH2:47]5)=[N:39][N:40]=4)[CH:37]=3)[CH2:23][CH2:22]2)=[O:19])[N:8]([C:10]2[CH:11]=[CH:12][C:13]([CH3:16])=[CH:14][CH:15]=2)[N:9]=1)([CH3:4])([CH3:2])[CH3:3], predict the reactants needed to synthesize it. The reactants are: [C:1]([C:5]1[CH:6]=[C:7]([NH:17][C:18]([NH:20][C@@H:21]2[C:30]3[C:25](=[CH:26][CH:27]=[CH:28][CH:29]=3)[C@H:24]([O:31][C:32]3[CH:33]=[CH:34][C:35]4[N:36]([C:38]([CH2:41][CH:42]5[CH2:47][CH2:46][NH:45][CH2:44][CH2:43]5)=[N:39][N:40]=4)[CH:37]=3)[CH2:23][CH2:22]2)=[O:19])[N:8]([C:10]2[CH:15]=[CH:14][C:13]([CH3:16])=[CH:12][CH:11]=2)[N:9]=1)([CH3:4])([CH3:3])[CH3:2].C=O.[CH3:50]C(O)=O.[BH-](OC(C)=O)(OC(C)=O)OC(C)=O.[Na+]. (4) The reactants are: I[C:2]1[CH:3]=[C:4]([CH:7]=[CH:8][CH:9]=1)[C:5]#[N:6].C(N(CC)CC)C.[CH3:17][Si:18]([C:21]#[CH:22])([CH3:20])[CH3:19]. Given the product [CH3:17][Si:18]([CH3:20])([CH3:19])[C:21]#[C:22][C:2]1[CH:3]=[C:4]([CH:7]=[CH:8][CH:9]=1)[C:5]#[N:6], predict the reactants needed to synthesize it. (5) Given the product [CH:8]([C@@H:5]1[CH2:4][C@@H:3]([OH:21])[C@H:2]([NH:1][CH2:31][C:27]2[CH:26]=[C:25]3[C:30](=[CH:29][CH:28]=2)[NH:22][CH:23]=[CH:24]3)[CH2:7][O:6]1)([C:9]1[CH:14]=[CH:13][CH:12]=[CH:11][CH:10]=1)[C:15]1[CH:20]=[CH:19][CH:18]=[CH:17][CH:16]=1, predict the reactants needed to synthesize it. The reactants are: [NH2:1][C@@H:2]1[CH2:7][O:6][C@H:5]([CH:8]([C:15]2[CH:20]=[CH:19][CH:18]=[CH:17][CH:16]=2)[C:9]2[CH:14]=[CH:13][CH:12]=[CH:11][CH:10]=2)[CH2:4][C@H:3]1[OH:21].[NH:22]1[C:30]2[C:25](=[CH:26][C:27]([CH:31]=O)=[CH:28][CH:29]=2)[CH:24]=[CH:23]1.C(O)(=O)C.C([C@@H]1CC=CCO1)(C1C=CC=CC=1)C1C=CC=CC=1. (6) Given the product [C:1]([O:5][C:6](=[O:27])[NH:7][C:8]1([C:12]2[CH:13]=[CH:14][C:15]([C:18](=[O:26])[C:19]([C:20]3[CH:25]=[CH:24][CH:23]=[CH:22][CH:21]=3)=[CH:30][N:31]([CH3:33])[CH3:32])=[CH:16][CH:17]=2)[CH2:11][CH2:10][CH2:9]1)([CH3:4])([CH3:2])[CH3:3], predict the reactants needed to synthesize it. The reactants are: [C:1]([O:5][C:6](=[O:27])[NH:7][C:8]1([C:12]2[CH:17]=[CH:16][C:15]([C:18](=[O:26])[CH2:19][C:20]3[CH:25]=[CH:24][CH:23]=[CH:22][CH:21]=3)=[CH:14][CH:13]=2)[CH2:11][CH2:10][CH2:9]1)([CH3:4])([CH3:3])[CH3:2].CO[CH:30](OC)[N:31]([CH3:33])[CH3:32]. (7) Given the product [CH3:1][O:2][C:3](=[O:14])[CH2:4][O:5][C:6]1[CH:11]=[CH:10][C:9]([Cl:12])=[C:8]2[C:7]=1[C:18](=[O:17])[C:19]([CH2:24][C:25]1[CH:26]=[CH:27][C:28]([C:31](=[O:35])[CH:32]([CH3:33])[CH3:34])=[CH:29][CH:30]=1)=[C:20]([CH2:21][CH3:22])[NH:13]2, predict the reactants needed to synthesize it. The reactants are: [CH3:1][O:2][C:3](=[O:14])[CH2:4][O:5][C:6]1[CH:11]=[CH:10][C:9]([Cl:12])=[C:8]([NH2:13])[CH:7]=1.C([O:17][C:18](=O)[CH:19]([CH2:24][C:25]1[CH:30]=[CH:29][C:28]([C:31](=[O:35])[CH:32]([CH3:34])[CH3:33])=[CH:27][CH:26]=1)[C:20](=O)[CH2:21][CH3:22])C.